Dataset: Full USPTO retrosynthesis dataset with 1.9M reactions from patents (1976-2016). Task: Predict the reactants needed to synthesize the given product. (1) Given the product [CH3:15][C:12]1[N:13]=[CH:14][C:9]([NH:8][C:17]2[C:18]3[N:26]=[C:25]([S:1][C:2]4[CH:6]=[CH:5][N:4]([CH3:7])[N:3]=4)[CH:24]=[CH:23][C:19]=3[N:20]=[CH:21][N:22]=2)=[N:10][CH:11]=1, predict the reactants needed to synthesize it. The reactants are: [SH:1][C:2]1[CH:6]=[CH:5][N:4]([CH3:7])[N:3]=1.[NH2:8][C:9]1[CH:14]=[N:13][C:12]([CH3:15])=[CH:11][N:10]=1.Cl[C:17]1[C:18]2[N:26]=[C:25](Cl)[CH:24]=[CH:23][C:19]=2[N:20]=[CH:21][N:22]=1. (2) Given the product [CH3:22][O:23][C:17]1[N:18]=[CH:19][C:14]([N:12]2[C:11]3[C@@H:10]4[CH2:21][C@@H:9]4[CH2:8][C:7]=3[C:6]([C:4]([OH:3])=[O:5])=[N:13]2)=[N:15][CH:16]=1, predict the reactants needed to synthesize it. The reactants are: C([O:3][C:4]([C:6]1[C:7]2[CH2:8][C@H:9]3[CH2:21][C@H:10]3[C:11]=2[N:12]([C:14]2[CH:19]=[N:18][C:17](Br)=[CH:16][N:15]=2)[N:13]=1)=[O:5])C.[CH3:22][O-:23].[Na+].O.Cl. (3) Given the product [OH:19][C:2]1[CH:3]=[C:4]([CH:9]=[C:10]([N:12]([CH3:17])[S:13]([CH3:16])(=[O:15])=[O:14])[CH:11]=1)[C:5]([O:7][CH3:8])=[O:6], predict the reactants needed to synthesize it. The reactants are: N[C:2]1[CH:3]=[C:4]([CH:9]=[C:10]([N:12]([CH3:17])[S:13]([CH3:16])(=[O:15])=[O:14])[CH:11]=1)[C:5]([O:7][CH3:8])=[O:6].N([O-])=[O:19].[Na+].O. (4) Given the product [F:62][C:63]1[CH:64]=[CH:65][C:66]([CH2:67][N:68]([C:2]2[CH:17]=[CH:16][C:5]([O:6][C:7]3[CH:12]=[CH:11][N:10]=[C:9]([C:13](=[O:14])[NH2:15])[CH:8]=3)=[C:4]([F:18])[CH:3]=2)[C:69]([C:71]2([C:74]([NH2:33])=[O:76])[CH2:72][CH2:73]2)=[O:70])=[CH:77][CH:78]=1, predict the reactants needed to synthesize it. The reactants are: N[C:2]1[CH:17]=[CH:16][C:5]([O:6][C:7]2[CH:12]=[CH:11][N:10]=[C:9]([C:13]([NH2:15])=[O:14])[CH:8]=2)=[C:4]([F:18])[CH:3]=1.C(OC1C=CC([NH:33]C2N=CN=C(OC3C=CC(NC(=O)CC(NC4C=CC(F)=CC=4)=O)=CC=3F)C=2)=CC=1)C1C=CC=CC=1.[F:62][C:63]1[CH:78]=[CH:77][C:66]([CH2:67][NH:68][C:69]([C:71]2([C:74]([OH:76])=O)[CH2:73][CH2:72]2)=[O:70])=[CH:65][CH:64]=1.CN(C(ON1N=NC2C=CC=NC1=2)=[N+](C)C)C.F[P-](F)(F)(F)(F)F.CCN(C(C)C)C(C)C. (5) Given the product [Br:14][C:15]1[CH:16]=[C:17]2[C:19]([C:3]([OH:2])=[CH:4][CH:5]=[N:18]2)=[CH:20][C:21]=1[F:22], predict the reactants needed to synthesize it. The reactants are: C[O:2][CH:3]=[C:4]1C(=O)OC(C)(C)O[C:5]1=O.[Br:14][C:15]1[CH:16]=[C:17]([CH:19]=[CH:20][C:21]=1[F:22])[NH2:18].C(OCC)C. (6) Given the product [CH:10]12[CH2:11][CH:12]([CH:8]=[CH:9]1)[CH:4]1[CH:5]2[S:1](=[O:7])(=[O:6])[CH2:2][CH2:3]1, predict the reactants needed to synthesize it. The reactants are: [S:1]1(=[O:7])(=[O:6])[CH:5]=[CH:4][CH2:3][CH2:2]1.[CH:8]1[CH2:12][CH:11]=[CH:10][CH:9]=1.C1(C)C=CC=CC=1. (7) Given the product [NH2:20][C:17]([C:13]1[CH:12]=[C:11]([OH:10])[CH:16]=[CH:15][CH:14]=1)([CH3:19])[CH3:18], predict the reactants needed to synthesize it. The reactants are: [H][H].C([O:10][C:11]1[CH:12]=[C:13]([C:17]([NH2:20])([CH3:19])[CH3:18])[CH:14]=[CH:15][CH:16]=1)C1C=CC=CC=1.